Dataset: Reaction yield outcomes from USPTO patents with 853,638 reactions. Task: Predict the reaction yield, written as a fraction of the theoretical maximum amount of product (1.0 means a 100% yield; for example, 0.34 means a 34% yield). (1) The reactants are [C:1]([N:4]1[CH2:10][CH2:9][C:8]2[CH:11]=[CH:12][C:13]([S:15](Cl)(=[O:17])=[O:16])=[CH:14][C:7]=2[CH2:6][CH2:5]1)(=[O:3])[CH3:2].[NH:19]1[CH2:24][CH2:23][O:22][CH2:21][CH2:20]1.C(N(CC)CC)C. The catalyst is O1CCCC1. The product is [C:1]([N:4]1[CH2:10][CH2:9][C:8]2[CH:11]=[CH:12][C:13]([S:15]([N:19]3[CH2:24][CH2:23][O:22][CH2:21][CH2:20]3)(=[O:17])=[O:16])=[CH:14][C:7]=2[CH2:6][CH2:5]1)(=[O:3])[CH3:2]. The yield is 0.940. (2) The reactants are [NH2:1][C:2]1[CH:7]=[CH:6][C:5]([N:8]2[C:14](=[O:15])[CH2:13][C:12](=[O:16])[NH:11][C:10]3[C:17]4[C:22]([CH:23]=[CH:24][C:9]2=3)=[CH:21][CH:20]=[CH:19][CH:18]=4)=[CH:4][CH:3]=1.[C:25]1([CH2:31][CH2:32][S:33](Cl)(=[O:35])=[O:34])[CH:30]=[CH:29][CH:28]=[CH:27][CH:26]=1. No catalyst specified. The product is [O:16]=[C:12]1[NH:11][C:10]2[C:17]3[C:22]([CH:23]=[CH:24][C:9]=2[N:8]([C:5]2[CH:6]=[CH:7][C:2]([NH:1][S:33]([CH2:32][CH2:31][C:25]4[CH:30]=[CH:29][CH:28]=[CH:27][CH:26]=4)(=[O:35])=[O:34])=[CH:3][CH:4]=2)[C:14](=[O:15])[CH2:13]1)=[CH:21][CH:20]=[CH:19][CH:18]=3. The yield is 0.220. (3) The reactants are C(OC([N:8]1[CH2:13][CH2:12][N:11]([CH2:14][C:15]2[N:20]=[C:19]3[N:21]=[C:22]([C:24]4[CH:29]=[CH:28][CH:27]=[C:26]([NH:30][C:31](=[O:41])[C:32]5[CH:37]=[CH:36][CH:35]=[C:34]([N:38]([CH3:40])[CH3:39])[CH:33]=5)[CH:25]=4)[O:23][C:18]3=[CH:17][CH:16]=2)[CH2:10][CH2:9]1)=O)(C)(C)C. The catalyst is C(O)(C(F)(F)F)=O.C(Cl)Cl. The product is [CH3:39][N:38]([CH3:40])[C:34]1[CH:33]=[C:32]([CH:37]=[CH:36][CH:35]=1)[C:31]([NH:30][C:26]1[CH:27]=[CH:28][CH:29]=[C:24]([C:22]2[O:23][C:18]3[C:19]([N:21]=2)=[N:20][C:15]([CH2:14][N:11]2[CH2:10][CH2:9][NH:8][CH2:13][CH2:12]2)=[CH:16][CH:17]=3)[CH:25]=1)=[O:41]. The yield is 1.00. (4) The reactants are CC(C)([O-])C.[Na+].F[C:8]1[CH:15]=[CH:14][C:11]([C:12]#[N:13])=[CH:10][CH:9]=1.[CH3:16][O:17][C:18]1[CH:24]=[CH:23][C:21]([NH2:22])=[CH:20][CH:19]=1.CS(C)=O. The product is [CH3:16][O:17][C:18]1[CH:24]=[CH:23][C:21]([NH:22][C:8]2[CH:15]=[CH:14][C:11]([C:12]#[N:13])=[CH:10][CH:9]=2)=[CH:20][CH:19]=1. The yield is 0.390. The catalyst is O. (5) The reactants are [CH3:1][C:2]1[C:7]2[CH:8]([C:11]3[CH:16]=[CH:15][C:14]([CH3:17])=[CH:13][CH:12]=3)[CH2:9][O:10][C:6]=2[C:5]([CH3:18])=[C:4]([CH3:19])[C:3]=1[NH2:20].C([O:24][CH2:25][CH3:26])(=O)C. No catalyst specified. The product is [CH3:1][C:2]([CH3:7])([CH3:3])[CH2:26][C:25]([NH:20][C:3]1[C:4]([CH3:19])=[C:5]([CH3:18])[C:6]2[O:10][CH2:9][CH:8]([C:11]3[CH:16]=[CH:15][C:14]([CH3:17])=[CH:13][CH:12]=3)[C:7]=2[C:2]=1[CH3:1])=[O:24]. The yield is 0.800. (6) The reactants are ClC(Cl)(Cl)CO[C:5](=[O:24])[NH:6][C:7]1[N:8]([C:16]2[CH:21]=[CH:20][CH:19]=[C:18]([CH2:22][OH:23])[CH:17]=2)[N:9]=[C:10]([C:12]([CH3:15])([CH3:14])[CH3:13])[CH:11]=1.[CH3:27][C@H:28]1[CH2:33][CH2:32][CH2:31][CH2:30][N:29]1[C:34]1[N:38]2[CH:39]=[C:40]([O:43][C@H:44]3[C:53]4[C:48](=[CH:49][CH:50]=[CH:51][CH:52]=4)[C@@H:47]([NH2:54])[CH2:46][CH2:45]3)[CH:41]=[CH:42][C:37]2=[N:36][N:35]=1.CCN(C(C)C)C(C)C.CO. The catalyst is O1CCOCC1.C(Cl)Cl. The product is [C:12]([C:10]1[CH:11]=[C:7]([NH:6][C:5]([NH:54][C@@H:47]2[C:48]3[C:53](=[CH:52][CH:51]=[CH:50][CH:49]=3)[C@H:44]([O:43][C:40]3[CH:41]=[CH:42][C:37]4[N:38]([C:34]([N:29]5[CH2:30][CH2:31][CH2:32][CH2:33][C@@H:28]5[CH3:27])=[N:35][N:36]=4)[CH:39]=3)[CH2:45][CH2:46]2)=[O:24])[N:8]([C:16]2[CH:21]=[CH:20][CH:19]=[C:18]([CH2:22][OH:23])[CH:17]=2)[N:9]=1)([CH3:14])([CH3:15])[CH3:13]. The yield is 0.720. (7) The reactants are [N:1]1[CH:6]=[CH:5][CH:4]=[C:3]([C:7]2[CH:12]=[CH:11][C:10]([CH3:13])=[CH:9][CH:8]=2)[CH:2]=1.[O-:14][Mn](=O)(=O)=O.[K+].[OH2:20]. The catalyst is N1C=CC=CC=1. The product is [N:1]1[CH:6]=[CH:5][CH:4]=[C:3]([C:7]2[CH:8]=[CH:9][C:10]([C:13]([OH:14])=[O:20])=[CH:11][CH:12]=2)[CH:2]=1. The yield is 0.760. (8) The reactants are [CH2:1]([O:3][C:4](=[O:15])[CH2:5][CH2:6][NH:7][CH2:8][C:9]1[CH:14]=[CH:13][CH:12]=[CH:11][CH:10]=1)[CH3:2].[CH2:16]=O.[NH:18]1[C:22]2[CH:23]=[CH:24][CH:25]=[CH:26][C:21]=2[N:20]=[N:19]1. The catalyst is CO. The product is [CH2:1]([O:3][C:4](=[O:15])[CH2:5][CH2:6][N:7]([CH2:16][N:18]1[C:22]2[CH:23]=[CH:24][CH:25]=[CH:26][C:21]=2[N:20]=[N:19]1)[CH2:8][C:9]1[CH:14]=[CH:13][CH:12]=[CH:11][CH:10]=1)[CH3:2]. The yield is 0.960. (9) The reactants are [F:1][C:2]1[CH:7]=[CH:6][C:5]([C:8](=O)[CH2:9][C:10](=O)[C:11]([F:14])([F:13])[F:12])=[CH:4][C:3]=1[C:17]([F:20])([F:19])[F:18].[NH2:21][C:22]1[C:26]([C:27]#[N:28])=[CH:25][NH:24][N:23]=1. No catalyst specified. The product is [F:1][C:2]1[CH:7]=[CH:6][C:5]([C:8]2[CH:9]=[C:10]([C:11]([F:14])([F:13])[F:12])[N:23]3[N:24]=[CH:25][C:26]([C:27]#[N:28])=[C:22]3[N:21]=2)=[CH:4][C:3]=1[C:17]([F:20])([F:19])[F:18]. The yield is 0.380.